The task is: Predict the reaction yield, written as a fraction of the theoretical maximum amount of product (1.0 means a 100% yield; for example, 0.34 means a 34% yield).. This data is from Reaction yield outcomes from USPTO patents with 853,638 reactions. (1) The reactants are C(OC([N:8]1[CH2:13][CH2:12][CH2:11][CH:10]([O:14][C:15]2[CH:42]=[CH:41][C:18]3[C:19]4[N:23]([CH2:24][CH2:25][O:26][C:17]=3[CH:16]=2)[C:22]2[CH:27]=[C:28]([C:31]([O:33][CH3:34])=[O:32])[CH:29]=[CH:30][C:21]=2[C:20]=4[CH:35]2[CH2:40][CH2:39][CH2:38][CH2:37][CH2:36]2)[CH2:9]1)=O)(C)(C)C.C1(C)C=CC=CC=1. The catalyst is FC(F)(F)C(O)=O. The product is [CH:35]1([C:20]2[C:21]3[CH:30]=[CH:29][C:28]([C:31]([O:33][CH3:34])=[O:32])=[CH:27][C:22]=3[N:23]3[C:19]=2[C:18]2[CH:41]=[CH:42][C:15]([O:14][CH:10]4[CH2:11][CH2:12][CH2:13][NH:8][CH2:9]4)=[CH:16][C:17]=2[O:26][CH2:25][CH2:24]3)[CH2:36][CH2:37][CH2:38][CH2:39][CH2:40]1. The yield is 0.170. (2) The reactants are [CH3:1][O:2][C:3]1[CH:4]=[C:5]2[C:10](=[CH:11][C:12]=1[O:13][CH3:14])[N:9]=[CH:8][CH:7]=[C:6]2[O:15][C:16]1[CH:22]=[CH:21][C:19]([NH2:20])=[CH:18][CH:17]=1.ClC(Cl)(O[C:27](=[O:33])[O:28][C:29](Cl)(Cl)Cl)Cl.[Cl:35][C:36]1[CH:37]=[C:38](CO)[CH:39]=[CH:40][CH:41]=1.C(=O)(O)[O-].[Na+]. The catalyst is C(Cl)Cl.C(N(CC)CC)C.C1(C)C=CC=CC=1. The product is [CH3:1][O:2][C:3]1[CH:4]=[C:5]2[C:10](=[CH:11][C:12]=1[O:13][CH3:14])[N:9]=[CH:8][CH:7]=[C:6]2[O:15][C:16]1[CH:22]=[CH:21][C:19]([NH:20][C:27](=[O:33])[O:28][CH2:29][C:40]2[CH:39]=[CH:38][CH:37]=[C:36]([Cl:35])[CH:41]=2)=[CH:18][CH:17]=1. The yield is 0.930.